This data is from Full USPTO retrosynthesis dataset with 1.9M reactions from patents (1976-2016). The task is: Predict the reactants needed to synthesize the given product. (1) Given the product [NH2:18][CH:7]1[CH:6]([CH2:5][C:4]2[CH:19]=[CH:20][C:21]([Cl:22])=[C:2]([Cl:1])[CH:3]=2)[C:15]2[CH:14]=[C:13]([OH:16])[CH:12]=[CH:11][C:10]=2[CH2:9][CH2:8]1, predict the reactants needed to synthesize it. The reactants are: [Cl:1][C:2]1[CH:3]=[C:4]([CH:19]=[CH:20][C:21]=1[Cl:22])[CH2:5][CH:6]1[C:15]2[C:10](=[CH:11][CH:12]=[C:13]([O:16]C)[CH:14]=2)[CH2:9][CH2:8][CH:7]1[NH2:18].[OH-].[Na+]. (2) The reactants are: C(NC(C)C)(C)C.[Li].[O:9]1[CH:13]=[CH:12][C:11]([C:14]([OH:16])=[O:15])=[CH:10]1.C([Si](C(C)C)(C(C)C)[O:21][CH2:22][C:23](=O)[CH2:24]O[Si](C(C)C)(C(C)C)C(C)C)(C)C.C(OC(=O)C)C. Given the product [OH:21][CH2:22][C:23]1[C:10]2[O:9][CH:13]=[CH:12][C:11]=2[C:14](=[O:16])[O:15][CH:24]=1, predict the reactants needed to synthesize it. (3) Given the product [F:1][C:2]1[CH:11]=[CH:10][C:9]([C:12]([NH2:14])=[O:13])=[C:8]2[C:3]=1[CH:4]=[C:5]([N+:19]([O-:21])=[O:20])[CH2:6][O:7]2, predict the reactants needed to synthesize it. The reactants are: [F:1][C:2]1[CH:11]=[CH:10][C:9]([C:12]([NH2:14])=[O:13])=[C:8]2[C:3]=1[CH:4]=[CH:5][CH2:6][O:7]2.C(O)CO.[N:19]([O-:21])=[O:20].[Na+].II.